Dataset: Full USPTO retrosynthesis dataset with 1.9M reactions from patents (1976-2016). Task: Predict the reactants needed to synthesize the given product. (1) The reactants are: [CH2:1](Br)[C:2]1[CH:7]=[CH:6][CH:5]=[CH:4][CH:3]=1.[CH2:9]1[CH:17]2[CH:12]([CH2:13][NH:14][CH2:15][CH2:16]2)[CH2:11][N:10]1[C:18]([O:20][C:21]([CH3:24])([CH3:23])[CH3:22])=[O:19].C(=O)([O-])[O-].[K+].[K+].C1OCCOCCOCCOCCOCCOC1. Given the product [CH2:1]([N:14]1[CH2:15][CH2:16][CH:17]2[CH2:9][N:10]([C:18]([O:20][C:21]([CH3:24])([CH3:23])[CH3:22])=[O:19])[CH2:11][CH:12]2[CH2:13]1)[C:2]1[CH:7]=[CH:6][CH:5]=[CH:4][CH:3]=1, predict the reactants needed to synthesize it. (2) Given the product [Br:22][CH2:1][C:2]1[N:7]([C:8]2[CH:13]=[CH:12][CH:11]=[C:10]([C:14]([F:16])([F:17])[F:15])[CH:9]=2)[C:6](=[O:18])[C:5]([C:19]([OH:21])=[O:20])=[CH:4][CH:3]=1, predict the reactants needed to synthesize it. The reactants are: [CH3:1][C:2]1[N:7]([C:8]2[CH:13]=[CH:12][CH:11]=[C:10]([C:14]([F:17])([F:16])[F:15])[CH:9]=2)[C:6](=[O:18])[C:5]([C:19]([OH:21])=[O:20])=[CH:4][CH:3]=1.[Br:22]N1C(=O)CCC1=O. (3) Given the product [CH3:21][C:22]1[CH:23]=[N:24][N:25]([CH2:6][CH2:7][CH:8]2[CH2:13][CH2:12][N:11]([C:14]([O:16][C:17]([CH3:20])([CH3:19])[CH3:18])=[O:15])[CH2:10][CH2:9]2)[CH:26]=1, predict the reactants needed to synthesize it. The reactants are: CS(O[CH2:6][CH2:7][CH:8]1[CH2:13][CH2:12][N:11]([C:14]([O:16][C:17]([CH3:20])([CH3:19])[CH3:18])=[O:15])[CH2:10][CH2:9]1)(=O)=O.[CH3:21][C:22]1[CH:23]=[N:24][NH:25][CH:26]=1.C(=O)([O-])[O-].[K+].[K+]. (4) Given the product [CH3:1][S:2]([C:5]1[CH:10]=[CH:9][C:8]([C:15]2[CH:16]=[CH:17][C:18]([O:21][CH2:22][CH:23]3[CH2:24][CH2:25][N:26]([C:29]([O:31][C:32]([CH3:35])([CH3:34])[CH3:33])=[O:30])[CH2:27][CH2:28]3)=[N:19][CH:20]=2)=[CH:7][CH:6]=1)(=[O:4])=[O:3], predict the reactants needed to synthesize it. The reactants are: [CH3:1][S:2]([C:5]1[CH:10]=[CH:9][C:8](B(O)O)=[CH:7][CH:6]=1)(=[O:4])=[O:3].Br[C:15]1[CH:16]=[CH:17][C:18]([O:21][CH2:22][CH:23]2[CH2:28][CH2:27][N:26]([C:29]([O:31][C:32]([CH3:35])([CH3:34])[CH3:33])=[O:30])[CH2:25][CH2:24]2)=[N:19][CH:20]=1.C([O-])([O-])=O.[Na+].[Na+]. (5) The reactants are: [CH3:1][C:2]1([CH3:14])[CH2:7][CH2:6][CH:5]([CH2:8][C:9]([O:11]CC)=[O:10])[CH2:4][CH2:3]1.[OH-].[Na+]. Given the product [CH3:1][C:2]1([CH3:14])[CH2:3][CH2:4][CH:5]([CH2:8][C:9]([OH:11])=[O:10])[CH2:6][CH2:7]1, predict the reactants needed to synthesize it. (6) Given the product [Br:2][CH2:11][C:10]1[N:6]([CH3:5])[N:7]=[C:8]([C:13]2[CH:18]=[CH:17][C:16]([O:19][C:20]([F:23])([F:22])[F:21])=[CH:15][CH:14]=2)[CH:9]=1, predict the reactants needed to synthesize it. The reactants are: P(Br)(Br)[Br:2].[CH3:5][N:6]1[C:10]([CH2:11]O)=[CH:9][C:8]([C:13]2[CH:18]=[CH:17][C:16]([O:19][C:20]([F:23])([F:22])[F:21])=[CH:15][CH:14]=2)=[N:7]1.